Dataset: TCR-epitope binding with 47,182 pairs between 192 epitopes and 23,139 TCRs. Task: Binary Classification. Given a T-cell receptor sequence (or CDR3 region) and an epitope sequence, predict whether binding occurs between them. The epitope is VLAWLYAAV. The TCR CDR3 sequence is CSASPPFANALNEQFF. Result: 0 (the TCR does not bind to the epitope).